From a dataset of Forward reaction prediction with 1.9M reactions from USPTO patents (1976-2016). Predict the product of the given reaction. Given the reactants [CH3:1][C:2]1[CH:9]=[CH:8][C:5]([C:6]#[N:7])=[CH:4][N:3]=1.[Br:10]N1C(=O)CCC1=O, predict the reaction product. The product is: [Br:10][CH2:1][C:2]1[CH:9]=[CH:8][C:5]([C:6]#[N:7])=[CH:4][N:3]=1.